This data is from Hepatocyte clearance measurements from AstraZeneca. The task is: Regression/Classification. Given a drug SMILES string, predict its absorption, distribution, metabolism, or excretion properties. Task type varies by dataset: regression for continuous measurements (e.g., permeability, clearance, half-life) or binary classification for categorical outcomes (e.g., BBB penetration, CYP inhibition). For this dataset (clearance_hepatocyte_az), we predict log10(clearance) (log10 of the in vitro intrinsic clearance, CLint, in uL/min per 10^6 hepatocytes; values are censored to the assay range of 3 to 150, which is 0.477 to 2.18 on this log10 scale). (1) The molecule is COc1cccc2c1c(NS(=O)(=O)c1ccc(Cl)s1)nn2Cc1cccc(CNC(C)=O)c1. The log10(clearance) is 1.11. (2) The compound is Cc1cn([C@H]2CCCN([C@@H](CC(C)(C)C)c3ccc(C(=O)O)c(Oc4cccc(Br)c4)c3)C2)c(=O)[nH]c1=O. The log10(clearance) is 0.480. (3) The drug is Cc1cc2cc(C)c3nnc(SCC(=O)N4CCN(C(=O)c5ccco5)CC4)n3c2cc1C. The log10(clearance) is 1.76. (4) The drug is O=C(Cc1ccc(Cl)c(C(F)(F)F)c1)Nc1cccc2c(=O)n(CCO)ccc12. The log10(clearance) is 1.04. (5) The drug is CO[C@H]1C[C@@H]2CC[C@@H](C)[C@@](O)(O2)C(=O)C(=O)N2CCCC[C@H]2C(=O)O[C@H]([C@H](C)C[C@@H]2CC[C@@H](OC(=O)C(C)(CO)CO)[C@H](OC)C2)CC(=O)[C@H](C)/C=C(\C)[C@@H](O)[C@@H](OC)C(=O)[C@H](C)C[C@H](C)/C=C/C=C/C=C/1C. The log10(clearance) is 2.18. (6) The drug is CC1(CCCc2cc(=O)oc3[nH]c(=O)[nH]c(=O)c23)CC1. The log10(clearance) is 1.63. (7) The log10(clearance) is 0.480. The molecule is Nc1c(C(=O)c2cccc(OC[C@@H](O)CO)c2)cnn1-c1ccc(F)cc1. (8) The drug is COc1cc(-c2ccc(Nc3ccccc3C(=O)O)c(OC)c2)ccc1Nc1ccccc1C(=O)O. The log10(clearance) is 1.50. (9) The log10(clearance) is 1.58. The drug is C=CC(=O)Nc1ccc(F)cc1.